This data is from hERG Central: cardiac toxicity at 1µM, 10µM, and general inhibition. The task is: Predict hERG channel inhibition at various concentrations. (1) The molecule is O=C(Nc1ccc(Br)cc1)C1C2C=CC3(O2)C1C(=O)N(CCN1CCCCC1)C3C(=O)NC1CCCCC1. Results: hERG_inhib (hERG inhibition (general)): blocker. (2) The molecule is Cc1ccc2c(c1)N(CC(=O)N1CCN(c3nc4ccccc4s3)CC1)C(=O)C(C)O2. Results: hERG_inhib (hERG inhibition (general)): blocker. (3) The compound is COc1ccc(-c2[nH]ncc2CN2CCC(O)(c3ccc(Cl)cc3)CC2)cc1. Results: hERG_inhib (hERG inhibition (general)): blocker. (4) The molecule is Cc1nn(-c2ccccc2)c(C)c1C(=O)NCc1ccc(F)cc1. Results: hERG_inhib (hERG inhibition (general)): blocker. (5) The compound is O=[N+]([O-])c1cccc(/C=N/NC2=NCCCCC2)c1. Results: hERG_inhib (hERG inhibition (general)): blocker. (6) The compound is OCC1(CCCc2ccccc2)CCN(C2CCSCC2)CC1. Results: hERG_inhib (hERG inhibition (general)): blocker. (7) Results: hERG_inhib (hERG inhibition (general)): blocker. The drug is OCCOCCn1c(CCNc2nc(-c3ccc(F)cc3)cs2)nc2cc(C(F)(F)F)ccc21.